From a dataset of Full USPTO retrosynthesis dataset with 1.9M reactions from patents (1976-2016). Predict the reactants needed to synthesize the given product. (1) Given the product [C:26]1([C:39]2[CH:44]=[CH:43][CH:42]=[CH:41][CH:40]=2)[CH:27]=[CH:28][CH:29]=[C:24]([C:23]2[N:18]3[N:17]=[C:16]([NH:15][C:12]4[CH:13]=[CH:14][C:9]([O:8][CH2:7][CH2:6][N:1]5[CH2:2][CH2:3][CH2:4][CH2:5]5)=[CH:10][CH:11]=4)[N:38]=[C:19]3[CH:20]=[CH:21][CH:22]=2)[CH:25]=1, predict the reactants needed to synthesize it. The reactants are: [N:1]1([CH2:6][CH2:7][O:8][C:9]2[CH:14]=[CH:13][C:12]([NH:15][C:16]3[N:38]=[C:19]4[CH:20]=[CH:21][CH:22]=[C:23]([C:24]5[CH:25]=[C:26](OS(C(F)(F)F)(=O)=O)[CH:27]=[CH:28][CH:29]=5)[N:18]4[N:17]=3)=[CH:11][CH:10]=2)[CH2:5][CH2:4][CH2:3][CH2:2]1.[C:39]1(B(O)O)[CH:44]=[CH:43][CH:42]=[CH:41][CH:40]=1.P([O-])([O-])([O-])=O.[K+].[K+].[K+]. (2) Given the product [CH:10]([CH:12]1[CH2:17][CH2:16][CH2:15][N:14]([C:18]([O:20][CH2:21][C:22]2[CH:23]=[CH:24][CH:25]=[CH:26][CH:27]=2)=[O:19])[CH2:13]1)=[O:11], predict the reactants needed to synthesize it. The reactants are: [H-].[Al+3].[Li+].[H-].[H-].[H-].CON(C)[C:10]([CH:12]1[CH2:17][CH2:16][CH2:15][N:14]([C:18]([O:20][CH2:21][C:22]2[CH:27]=[CH:26][CH:25]=[CH:24][CH:23]=2)=[O:19])[CH2:13]1)=[O:11]. (3) Given the product [Cl:1][C:2]1[C:3]([C:26]2[S:30][C:29]([C:31]3([OH:35])[CH2:34][CH2:33][CH2:32]3)=[N:28][CH:27]=2)=[C:4]2[CH:10]=[C:9]([C:11]3[CH:16]=[CH:15][C:14]([NH:17][C:18](=[O:23])[CH2:19][N:20]([CH3:21])[CH3:22])=[C:13]([O:24][CH3:25])[CH:12]=3)[NH:8][C:5]2=[N:6][CH:7]=1, predict the reactants needed to synthesize it. The reactants are: [Cl:1][C:2]1[C:3]([C:26]2[S:30][C:29]([C:31]3([O:35]COC)[CH2:34][CH2:33][CH2:32]3)=[N:28][CH:27]=2)=[C:4]2[CH:10]=[C:9]([C:11]3[CH:16]=[CH:15][C:14]([NH:17][C:18](=[O:23])[CH2:19][N:20]([CH3:22])[CH3:21])=[C:13]([O:24][CH3:25])[CH:12]=3)[NH:8][C:5]2=[N:6][CH:7]=1.ClC1C(C2SC(C3(OCOC)CCC3)=NC=2)=C2C=C(C3N=C(C4CCCN(C(OC(C)(C)C)=O)C4)ON=3)NC2=NC=1. (4) Given the product [CH3:18][O:17][C:15]([C:14]1[CH:19]=[CH:20][C:11]([C@@H:9]2[CH2:10][C@H:8]2[C:6]([OH:7])=[O:5])=[CH:12][CH:13]=1)=[O:16], predict the reactants needed to synthesize it. The reactants are: C([O:5][C:6]([C@@H:8]1[CH2:10][C@H:9]1[C:11]1[CH:20]=[CH:19][C:14]([C:15]([O:17][CH3:18])=[O:16])=[CH:13][CH:12]=1)=[O:7])(C)(C)C.C(O)(C(F)(F)F)=O. (5) Given the product [C:1]1([CH2:7][CH2:8][CH2:9][CH2:10][NH:11][C:23]([C:22]2[CH:26]=[CH:27][C:19]([C:16]3[S:17][CH:18]=[C:14]([CH2:13][N:53]([CH2:52][C:49]4[CH:50]=[CH:51][C:46]([O:45][CH2:44][C:43]([OH:54])=[O:42])=[CH:47][CH:48]=4)[C:34](=[O:35])[C:33]4[CH:37]=[CH:38][C:30]([C:29]([F:40])([F:39])[F:28])=[CH:31][CH:32]=4)[N:15]=3)=[CH:20][CH:21]=2)=[O:24])[CH:6]=[CH:5][CH:4]=[CH:3][CH:2]=1, predict the reactants needed to synthesize it. The reactants are: [C:1]1([CH2:7][CH2:8][CH2:9][CH2:10][NH2:11])[CH:6]=[CH:5][CH:4]=[CH:3][CH:2]=1.Cl[CH2:13][C:14]1[N:15]=[C:16]([C:19]2[CH:27]=[CH:26][C:22]([C:23](Cl)=[O:24])=[CH:21][CH:20]=2)[S:17][CH:18]=1.[F:28][C:29]([F:40])([F:39])[C:30]1[CH:38]=[CH:37][C:33]([C:34](Cl)=[O:35])=[CH:32][CH:31]=1.C[O:42][C:43](=[O:54])[CH2:44][O:45][C:46]1[CH:51]=[CH:50][C:49]([CH2:52][NH2:53])=[CH:48][CH:47]=1. (6) The reactants are: C1(C2C(O[C@@H]3CCCN([C@H](C4C=C(Cl)C=C(Cl)C=4)C)C3)=CC(F)=C(C=2)C(OC)=O)CC1.[CH:32]1([C:35]2[C:36]([O:46][C@@H:47]3[CH2:52][CH2:51][CH2:50][N:49]([C@H:53]([C:55]4[CH:60]=[CH:59][C:58]([F:61])=[CH:57][CH:56]=4)[CH3:54])[CH2:48]3)=[CH:37][C:38]([F:45])=[C:39]([CH:44]=2)[C:40]([O:42]C)=[O:41])[CH2:34][CH2:33]1. Given the product [CH:32]1([C:35]2[C:36]([O:46][C@@H:47]3[CH2:52][CH2:51][CH2:50][N:49]([C@H:53]([C:55]4[CH:60]=[CH:59][C:58]([F:61])=[CH:57][CH:56]=4)[CH3:54])[CH2:48]3)=[CH:37][C:38]([F:45])=[C:39]([CH:44]=2)[C:40]([OH:42])=[O:41])[CH2:34][CH2:33]1, predict the reactants needed to synthesize it. (7) Given the product [CH:1]([O:3][CH2:4][CH2:5][C:16]1[CH:15]=[CH:14][CH:13]=[C:9]2[C:10]([NH:11][C:7](=[O:17])[C:8]=12)=[O:12])=[CH2:2], predict the reactants needed to synthesize it. The reactants are: [CH:1]([O:3][CH2:4][CH2:5]Cl)=[CH2:2].[C:7]1(=[O:17])[NH:11][C:10](=[O:12])[C:9]2=[CH:13][CH:14]=[CH:15][CH:16]=[C:8]12.[K].CN(C)C=O. (8) Given the product [ClH:35].[Cl:35][C:31]1[CH:32]=[C:33]([N:8]2[CH2:9][CH2:10][NH:11][CH2:13][CH2:14]2)[C:28]2[O:27][CH2:26][CH2:25][N:24]([S:21]([C:15]3[C:20]4[C:19](=[CH:46][CH:37]=[CH:38][CH:39]=4)[CH:18]=[CH:17][CH:16]=3)(=[O:23])=[O:22])[C:29]=2[CH:30]=1, predict the reactants needed to synthesize it. The reactants are: C(OC([N:8]1[CH2:14][CH2:13]C[NH:11][CH2:10][CH2:9]1)=O)(C)(C)C.[C:15]1([S:21]([N:24]2[C:29]3[CH:30]=[C:31]([Cl:35])[CH:32]=[C:33](Br)[C:28]=3[O:27][CH2:26][CH2:25]2)(=[O:23])=[O:22])[CH:20]=[CH:19][CH:18]=[CH:17][CH:16]=1.Br[C:37]1[C:46]2OCCN(S([C:37]3[CH:46]=CC=[C:39](Cl)[CH:38]=3)(=O)=O)C=2C=[CH:39][CH:38]=1. (9) The reactants are: [CH3:1][O:2][CH2:3][C:4]([NH:6][C:7]1[CH:12]=[C:11]([O:13][C:14]2[CH:22]=[CH:21][C:20]([N+:23]([O-])=O)=[C:19]3[C:15]=2[CH:16]=[N:17][NH:18]3)[CH:10]=[CH:9][N:8]=1)=[O:5].[H][H]. Given the product [NH2:23][C:20]1[CH:21]=[CH:22][C:14]([O:13][C:11]2[CH:10]=[CH:9][N:8]=[C:7]([NH:6][C:4](=[O:5])[CH2:3][O:2][CH3:1])[CH:12]=2)=[C:15]2[C:19]=1[NH:18][N:17]=[CH:16]2, predict the reactants needed to synthesize it.